From a dataset of Acute oral toxicity (LD50) regression data from Zhu et al.. Regression/Classification. Given a drug SMILES string, predict its toxicity properties. Task type varies by dataset: regression for continuous values (e.g., LD50, hERG inhibition percentage) or binary classification for toxic/non-toxic outcomes (e.g., AMES mutagenicity, cardiotoxicity, hepatotoxicity). Dataset: ld50_zhu. The rat oral LD50 is 1.93, given as -log10 of the dose in mol/kg body weight (higher means more acutely toxic). The compound is Nc1cc([N+](=O)[O-])ccc1Cl.